Task: Predict the product of the given reaction.. Dataset: Forward reaction prediction with 1.9M reactions from USPTO patents (1976-2016) (1) Given the reactants [I-].C([O:6][C:7](=[O:36])[CH2:8][NH:9][C:10]([O:12][CH2:13][N+:14]1([CH3:35])[CH2:19][CH2:18][N:17]([C:20]2[C:21]3[CH:33]=[C:32]([CH3:34])[S:31][C:22]=3[NH:23][C:24]3[CH:30]=[CH:29][CH:28]=[CH:27][C:25]=3[N:26]=2)[CH2:16][CH2:15]1)=[O:11])(C)(C)C.[ClH:37].C(OCC)C, predict the reaction product. The product is: [Cl-:37].[C:7]([CH2:8][NH:9][C:10]([O:12][CH2:13][N+:14]1([CH3:35])[CH2:15][CH2:16][N:17]([C:20]2[C:21]3[CH:33]=[C:32]([CH3:34])[S:31][C:22]=3[NH:23][C:24]3[CH:30]=[CH:29][CH:28]=[CH:27][C:25]=3[N:26]=2)[CH2:18][CH2:19]1)=[O:11])([OH:36])=[O:6]. (2) Given the reactants [CH3:1][C:2]1[CH:6]=[C:5]([C:7]([OH:9])=O)[N:4]([CH2:10][C:11]([F:14])([F:13])[F:12])[N:3]=1.O1CCCC1.C(Cl)(=O)C(Cl)=O.[NH2:26][C:27]1[CH:28]=[C:29]([CH:46]=[CH:47][CH:48]=1)[O:30][C:31]1[CH:32]=[CH:33][C:34]2[N:35]([N:37]=[C:38]([NH:40][C:41]([CH:43]3[CH2:45][CH2:44]3)=[O:42])[N:39]=2)[CH:36]=1, predict the reaction product. The product is: [CH:43]1([C:41]([NH:40][C:38]2[N:39]=[C:34]3[CH:33]=[CH:32][C:31]([O:30][C:29]4[CH:28]=[C:27]([NH:26][C:7]([C:5]5[N:4]([CH2:10][C:11]([F:14])([F:13])[F:12])[N:3]=[C:2]([CH3:1])[CH:6]=5)=[O:9])[CH:48]=[CH:47][CH:46]=4)=[CH:36][N:35]3[N:37]=2)=[O:42])[CH2:44][CH2:45]1.